From a dataset of Catalyst prediction with 721,799 reactions and 888 catalyst types from USPTO. Predict which catalyst facilitates the given reaction. (1) Reactant: FC(F)(F)S(O[Si:7]([CH3:18])([CH3:17])[CH:8]1[C:12]([CH3:13])=[C:11]([CH3:14])[C:10]([CH3:15])=[C:9]1[CH3:16])(=O)=O.[CH3:21][C:22]1[CH:23]=[C:24]([C-:29]2[C:37]3[C:32](=[CH:33][CH:34]=[CH:35][CH:36]=3)[CH:31]=[CH:30]2)[CH:25]=[C:26]([CH3:28])[CH:27]=1.[Li+]. Product: [CH3:28][C:26]1[CH:25]=[C:24]([C:29]2[C:37]3[C:32](=[CH:33][CH:34]=[CH:35][CH:36]=3)[CH:31]([Si:7]([CH3:17])([CH3:18])[CH:8]3[C:12]([CH3:13])=[C:11]([CH3:14])[C:10]([CH3:15])=[C:9]3[CH3:16])[CH:30]=2)[CH:23]=[C:22]([CH3:21])[CH:27]=1. The catalyst class is: 28. (2) Reactant: [O:1]1[C:5]2[CH:6]=[CH:7][CH:8]=[CH:9][C:4]=2[CH:3]=[C:2]1[C:10]1[N:14]2[N:15]=[C:16](Cl)[CH:17]=[CH:18][C:13]2=[N:12][CH:11]=1.Cl.Cl.[NH2:22][CH2:23][C@@H:24]([C:26]1[CH:27]=[N:28][CH:29]=[CH:30][CH:31]=1)[OH:25].C(=O)([O-])O.[Na+].[Cl-].[NH4+]. Product: [O:1]1[C:5]2[CH:6]=[CH:7][CH:8]=[CH:9][C:4]=2[CH:3]=[C:2]1[C:10]1[N:14]2[N:15]=[C:16]([NH:22][CH2:23][C@@H:24]([C:26]3[CH:27]=[N:28][CH:29]=[CH:30][CH:31]=3)[OH:25])[CH:17]=[CH:18][C:13]2=[N:12][CH:11]=1. The catalyst class is: 51.